This data is from Full USPTO retrosynthesis dataset with 1.9M reactions from patents (1976-2016). The task is: Predict the reactants needed to synthesize the given product. (1) Given the product [Br:13][C:3]1[CH:4]=[CH:5][C:6]2[N:7]([CH3:12])[C:8](=[O:11])[O:9][C:10]=2[C:2]=1[Cl:1], predict the reactants needed to synthesize it. The reactants are: [Cl:1][C:2]1[C:10]2[O:9][C:8](=[O:11])[N:7]([CH3:12])[C:6]=2[CH:5]=[CH:4][CH:3]=1.[Br:13]Br. (2) Given the product [NH:1]([CH:2]1[CH2:6][CH2:5][N:4]([C:7]([O:9][C:10]([CH3:13])([CH3:12])[CH3:11])=[O:8])[CH2:3]1)[C:20]([NH2:21])=[NH:15], predict the reactants needed to synthesize it. The reactants are: [NH2:1][CH:2]1[CH2:6][CH2:5][N:4]([C:7]([O:9][C:10]([CH3:13])([CH3:12])[CH3:11])=[O:8])[CH2:3]1.Cl.[N:15]1([C:20](N)=[NH:21])C=CC=N1. (3) Given the product [C:30]([C:29]1[CH:28]=[C:27]([C:20]([CH3:22])([CH3:21])[C:19]([O:24][CH3:25])=[O:23])[CH:34]=[CH:33][CH:32]=1)#[N:31], predict the reactants needed to synthesize it. The reactants are: C([Li])CCC.C1(NC2CCCCC2)CCCCC1.[C:19]([O:24][CH3:25])(=[O:23])[CH:20]([CH3:22])[CH3:21].Br[C:27]1[CH:28]=[C:29]([CH:32]=[CH:33][CH:34]=1)[C:30]#[N:31].F[B-](F)(F)F.C([PH+](C(C)(C)C)C(C)(C)C)(C)(C)C.